This data is from Reaction yield outcomes from USPTO patents with 853,638 reactions. The task is: Predict the reaction yield, written as a fraction of the theoretical maximum amount of product (1.0 means a 100% yield; for example, 0.34 means a 34% yield). (1) The yield is 0.820. The product is [ClH:28].[CH3:24][NH:25][CH2:20][C:9]1[CH:8]=[C:7]([C:1]2[CH:6]=[CH:5][CH:4]=[CH:3][CH:2]=2)[N:11]([S:12]([C:15]2[S:16][CH:17]=[CH:18][CH:19]=2)(=[O:14])=[O:13])[CH:10]=1. The reactants are [C:1]1([C:7]2[N:11]([S:12]([C:15]3[S:16][CH:17]=[CH:18][CH:19]=3)(=[O:14])=[O:13])[CH:10]=[C:9]([CH:20]=O)[CH:8]=2)[CH:6]=[CH:5][CH:4]=[CH:3][CH:2]=1.CO.[CH3:24][NH2:25].[BH4-].[Na+].[ClH:28].C(=O)([O-])O.[Na+]. The catalyst is CO. (2) The reactants are [CH:1]1([CH2:7][C:8]2[CH:9]=[C:10]([C:13]([O:15][CH3:16])=[O:14])[NH:11][CH:12]=2)[CH2:6][CH2:5][CH2:4][CH2:3][CH2:2]1.C1C(=O)N([Br:24])C(=O)C1. The catalyst is C1COCC1.C([O-])(O)=O.[Na+]. The product is [Br:24][C:12]1[NH:11][C:10]([C:13]([O:15][CH3:16])=[O:14])=[CH:9][C:8]=1[CH2:7][CH:1]1[CH2:2][CH2:3][CH2:4][CH2:5][CH2:6]1. The yield is 0.940. (3) The reactants are [C:1]([O:5][C:6]([NH:8][CH:9]([C:11]1[CH:12]=[C:13]([CH:17]=[CH:18][CH:19]=1)[C:14](O)=[O:15])[CH3:10])=[O:7])([CH3:4])([CH3:3])[CH3:2].B.CSC. The catalyst is C1COCC1. The product is [OH:15][CH2:14][C:13]1[CH:12]=[C:11]([CH:9]([NH:8][C:6](=[O:7])[O:5][C:1]([CH3:4])([CH3:3])[CH3:2])[CH3:10])[CH:19]=[CH:18][CH:17]=1. The yield is 0.680.